This data is from Reaction yield outcomes from USPTO patents with 853,638 reactions. The task is: Predict the reaction yield, written as a fraction of the theoretical maximum amount of product (1.0 means a 100% yield; for example, 0.34 means a 34% yield). (1) The reactants are [OH:1]OS([O-])=O.[K+].[CH3:7][S:8][C:9]1[CH:16]=[CH:15][C:12]([C:13]#[N:14])=[CH:11][CH:10]=1.[OH2:17]. The catalyst is CO. The product is [CH3:7][S:8]([C:9]1[CH:16]=[CH:15][C:12]([C:13]#[N:14])=[CH:11][CH:10]=1)(=[O:1])=[O:17]. The yield is 0.722. (2) The reactants are [Br:1][C:2]1[CH:17]=[CH:16][C:5]([NH:6][C:7]2[CH:12]=[CH:11][C:10]([O:13][CH2:14][CH3:15])=[CH:9][CH:8]=2)=[C:4]([N+:18]([O-])=O)[CH:3]=1.O.O.[Sn](Cl)(Cl)(Cl)Cl.C(=O)(O)[O-].[Na+]. The catalyst is C(OCC)(=O)C. The product is [Br:1][C:2]1[CH:3]=[C:4]([NH2:18])[C:5]([NH:6][C:7]2[CH:8]=[CH:9][C:10]([O:13][CH2:14][CH3:15])=[CH:11][CH:12]=2)=[CH:16][CH:17]=1. The yield is 0.980. (3) The reactants are [CH3:1][C:2]1[C:6]([CH3:7])=[C:5]([NH:8][C:9](=[O:16])OCC(Cl)(Cl)Cl)[O:4][N:3]=1.Cl.Cl.[C:19]1([C:25]2[N:30]=[C:29]([N:31]3[CH2:36][CH2:35][NH:34][CH2:33][CH2:32]3)[CH:28]=[CH:27][N:26]=2)[CH:24]=[CH:23][CH:22]=[CH:21][CH:20]=1. No catalyst specified. The product is [CH3:1][C:2]1[C:6]([CH3:7])=[C:5]([NH:8][C:9]([N:34]2[CH2:35][CH2:36][N:31]([C:29]3[CH:28]=[CH:27][N:26]=[C:25]([C:19]4[CH:24]=[CH:23][CH:22]=[CH:21][CH:20]=4)[N:30]=3)[CH2:32][CH2:33]2)=[O:16])[O:4][N:3]=1. The yield is 0.480.